Dataset: Reaction yield outcomes from USPTO patents with 853,638 reactions. Task: Predict the reaction yield, written as a fraction of the theoretical maximum amount of product (1.0 means a 100% yield; for example, 0.34 means a 34% yield). (1) The reactants are [Cl:1][C:2]1[CH:3]=[CH:4][C:5]2[N:6]([CH:8]=[C:9]([C:11]3[CH:12]=[CH:13][C:14]([C:18]([F:21])([F:20])[F:19])=[C:15]([CH:17]=3)[NH2:16])[N:10]=2)[CH:7]=1.C(#N)C.[CH3:25][C:26]([CH3:31])([CH3:30])[C:27](Cl)=[O:28]. The catalyst is N1C=CC=CC=1. The product is [Cl:1][C:2]1[CH:3]=[CH:4][C:5]2[N:6]([CH:8]=[C:9]([C:11]3[CH:12]=[CH:13][C:14]([C:18]([F:21])([F:20])[F:19])=[C:15]([NH:16][C:27](=[O:28])[C:26]([CH3:31])([CH3:30])[CH3:25])[CH:17]=3)[N:10]=2)[CH:7]=1. The yield is 0.540. (2) The reactants are [O:1]1[CH2:5][CH2:4][NH:3][C:2]1=[O:6].ClC(Cl)(O[C:11](=[O:17])[O:12][C:13](Cl)(Cl)Cl)Cl.C(N(CC)CC)C.[F:26][C:27]1[CH:34]=C(O)[CH:32]=[C:31]([F:36])[C:28]=1[CH:29]=[O:30].N1C=CC=CC=1. The catalyst is C(Cl)Cl.O.C1COCC1. The product is [O:6]=[C:2]1[N:3]([C:11]([O:12][C:13]2[CH:34]=[C:27]([F:26])[C:28]([CH:29]=[O:30])=[C:31]([F:36])[CH:32]=2)=[O:17])[CH2:4][CH2:5][O:1]1. The yield is 0.330. (3) The reactants are [NH:1]1[C:9]2[C:4](=[N:5][CH:6]=[CH:7][CH:8]=2)[C:3]([C:10]#[N:11])=[N:2]1.[Br:12][C:13]1[CH:14]=[C:15](B(O)O)[CH:16]=[CH:17][CH:18]=1. No catalyst specified. The product is [Br:12][C:13]1[CH:18]=[C:17]([N:1]2[C:9]3[C:4](=[N:5][CH:6]=[CH:7][CH:8]=3)[C:3]([C:10]#[N:11])=[N:2]2)[CH:16]=[CH:15][CH:14]=1. The yield is 0.216. (4) The reactants are O1CCCC1.[C:6]([O:10][C:11](=[O:19])[NH:12][C:13]1[S:17][C:16]([Br:18])=[N:15][CH:14]=1)([CH3:9])([CH3:8])[CH3:7].[H-].[Na+].[CH3:22][C:23]([O:26][C:27](O[C:27]([O:26][C:23]([CH3:25])([CH3:24])[CH3:22])=[O:28])=[O:28])([CH3:25])[CH3:24]. The catalyst is C(OCC)(=O)C.O. The product is [Br:18][C:16]1[S:17][C:13]([N:12]([C:27]([O:26][C:23]([CH3:25])([CH3:24])[CH3:22])=[O:28])[C:11]([O:10][C:6]([CH3:9])([CH3:7])[CH3:8])=[O:19])=[CH:14][N:15]=1. The yield is 0.930. (5) The reactants are [Li]CCCC.CCCCCC.Br[C:13]1[CH:14]=[C:15]([CH:18]2[O:22]CCO2)[S:16][CH:17]=1.[CH3:23][C:24]([CH3:26])=[O:25]. The catalyst is C1COCC1. The product is [OH:25][C:24]([C:13]1[CH:14]=[C:15]([CH:18]=[O:22])[S:16][CH:17]=1)([CH3:26])[CH3:23]. The yield is 0.700. (6) The reactants are [Cl:1][C:2]1[CH:3]=[C:4]2[C:9](=[C:10]([C:12]3[CH:17]=[CH:16][C:15]([Cl:18])=[C:14]([CH3:19])[CH:13]=3)[CH:11]=1)[O:8][CH:7]([C:20]([F:23])([F:22])[F:21])[C:6]([C:24]([OH:26])=[O:25])=[CH:5]2.[OH-].[Na+:28]. The catalyst is C(O)C. The product is [Cl:1][C:2]1[CH:3]=[C:4]2[C:9](=[C:10]([C:12]3[CH:17]=[CH:16][C:15]([Cl:18])=[C:14]([CH3:19])[CH:13]=3)[CH:11]=1)[O:8][CH:7]([C:20]([F:22])([F:23])[F:21])[C:6]([C:24]([O-:26])=[O:25])=[CH:5]2.[Na+:28]. The yield is 1.00. (7) The reactants are [CH3:1][Si:2]([CH3:15])([CH3:14])[CH2:3][CH2:4][O:5][CH2:6][N:7]1[CH:11]=[C:10]([C:12]#[N:13])[N:9]=[CH:8]1.C1C(=O)N([Br:23])C(=O)C1.CC(N=NC(C#N)(C)C)(C#N)C. The catalyst is C(Cl)(Cl)(Cl)Cl.CCOC(C)=O. The product is [Br:23][C:8]1[N:7]([CH2:6][O:5][CH2:4][CH2:3][Si:2]([CH3:15])([CH3:14])[CH3:1])[CH:11]=[C:10]([C:12]#[N:13])[N:9]=1. The yield is 0.770. (8) The catalyst is O1CCOCC1.C1C=CC([PH+]([C]2[CH][CH][CH][CH]2)C2C=CC=CC=2)=CC=1.C1C=CC([PH+]([C]2[CH][CH][CH][CH]2)C2C=CC=CC=2)=CC=1.C(Cl)Cl.Cl[Pd]Cl.[Fe].C1(P(C2C=CC=CC=2)[C-]2C=CC=C2)C=CC=CC=1.[C-]1(P(C2C=CC=CC=2)C2C=CC=CC=2)C=CC=C1.[Fe+2]. The product is [CH3:35][C:30]1([CH3:36])[C:31]([CH3:34])([CH3:33])[O:32][B:28]([C:11]2[CH:10]=[C:9]([C:4]3[C:3]([C:1]#[N:2])=[CH:8][CH:7]=[CH:6][CH:5]=3)[CH:14]=[CH:13][CH:12]=2)[O:29]1. The yield is 0.850. The reactants are [C:1]([C:3]1[CH:8]=[CH:7][CH:6]=[CH:5][C:4]=1[C:9]1[CH:14]=[CH:13][CH:12]=[C:11](OS(C(F)(F)F)(=O)=O)[CH:10]=1)#[N:2].C([O-])(=O)C.[K+].[B:28]1([B:28]2[O:32][C:31]([CH3:34])([CH3:33])[C:30]([CH3:36])([CH3:35])[O:29]2)[O:32][C:31]([CH3:34])([CH3:33])[C:30]([CH3:36])([CH3:35])[O:29]1. (9) The reactants are [O:1]1[CH2:6][CH2:5][CH2:4][CH2:3][CH:2]1[O:7][C:8]1[CH:13]=[CH:12][C:11]([C:14](=[O:16])[CH3:15])=[CH:10][CH:9]=1.[Br:17][C:18]1[CH:19]=[C:20]([CH:23]=[CH:24][CH:25]=1)[CH:21]=O.[OH-].[Na+]. The catalyst is CO. The product is [Br:17][C:18]1[CH:19]=[C:20]([CH:21]=[CH:15][C:14]([C:11]2[CH:12]=[CH:13][C:8]([O:7][CH:2]3[CH2:3][CH2:4][CH2:5][CH2:6][O:1]3)=[CH:9][CH:10]=2)=[O:16])[CH:23]=[CH:24][CH:25]=1. The yield is 0.550.